Dataset: Catalyst prediction with 721,799 reactions and 888 catalyst types from USPTO. Task: Predict which catalyst facilitates the given reaction. (1) Reactant: C(N(CC)CC)C.Cl.Cl.Cl.[CH3:11][N:12]1[CH2:17][CH2:16][CH:15]([N:18]2[CH2:21][C:20]3([CH2:24][NH:23][CH2:22]3)[CH2:19]2)[CH2:14][CH2:13]1.[C:25]([C:27]1[CH:28]=[C:29]2[C:33](=[CH:34][CH:35]=1)[N:32]([S:36]([C:39]1[CH:44]=[CH:43][C:42]([O:45][CH3:46])=[CH:41][C:40]=1[O:47][CH3:48])(=[O:38])=[O:37])[C:31](=[O:49])[C:30]2([NH:59][C:60](=O)[O:61]C1C=CC=CC=1)[C:50]1[C:51]([O:56][CH2:57][CH3:58])=[N:52][CH:53]=[CH:54][CH:55]=1)#[N:26].C([O-])([O-])=O.[K+].[K+]. Product: [C:25]([C:27]1[CH:28]=[C:29]2[C:33](=[CH:34][CH:35]=1)[N:32]([S:36]([C:39]1[CH:44]=[CH:43][C:42]([O:45][CH3:46])=[CH:41][C:40]=1[O:47][CH3:48])(=[O:37])=[O:38])[C:31](=[O:49])[C:30]2([NH:59][C:60]([N:23]1[CH2:22][C:20]2([CH2:21][N:18]([CH:15]3[CH2:14][CH2:13][N:12]([CH3:11])[CH2:17][CH2:16]3)[CH2:19]2)[CH2:24]1)=[O:61])[C:50]1[C:51]([O:56][CH2:57][CH3:58])=[N:52][CH:53]=[CH:54][CH:55]=1)#[N:26]. The catalyst class is: 1. (2) Reactant: C([N:8](CC1C=CC=CC=1)[C:9]1[N:17]=[CH:16][N:15]=[C:14]2[C:10]=1[NH:11][C:12](=[O:33])[N:13]2[C:18]1[CH:19]=[C:20]([N:24]([CH3:32])[C:25](=[O:31])[O:26][C:27]([CH3:30])([CH3:29])[CH3:28])[CH:21]=[CH:22][CH:23]=1)C1C=CC=CC=1.Cl. Product: [NH2:8][C:9]1[N:17]=[CH:16][N:15]=[C:14]2[C:10]=1[NH:11][C:12](=[O:33])[N:13]2[C:18]1[CH:19]=[C:20]([N:24]([CH3:32])[C:25](=[O:31])[O:26][C:27]([CH3:29])([CH3:30])[CH3:28])[CH:21]=[CH:22][CH:23]=1. The catalyst class is: 105.